Dataset: Full USPTO retrosynthesis dataset with 1.9M reactions from patents (1976-2016). Task: Predict the reactants needed to synthesize the given product. (1) Given the product [CH2:1]([N:8]1[CH2:14][CH2:13][CH2:12][NH:11][C@H:10]([CH2:16][C:17]2[CH:22]=[CH:21][CH:20]=[CH:19][CH:18]=2)[CH2:9]1)[C:2]1[CH:3]=[CH:4][CH:5]=[CH:6][CH:7]=1, predict the reactants needed to synthesize it. The reactants are: [CH2:1]([N:8]1[CH2:14][CH2:13][C:12](=O)[NH:11][C@H:10]([CH2:16][C:17]2[CH:22]=[CH:21][CH:20]=[CH:19][CH:18]=2)[C:9]1=O)[C:2]1[CH:7]=[CH:6][CH:5]=[CH:4][CH:3]=1.C1COCC1.[H-].[Al+3].[Li+].[H-].[H-].[H-].[OH-].[Na+]. (2) Given the product [CH3:29][O:28][C:26]1[CH:25]=[C:24]([O:30][CH3:31])[CH:21]=[C:20]([O:19][CH3:18])[C:27]=1/[CH:10]=[CH:9]/[S:6]([CH2:5][C:4]1[CH:13]=[CH:14][C:15]([O:16][CH3:17])=[C:2]([OH:1])[CH:3]=1)(=[O:8])=[O:7], predict the reactants needed to synthesize it. The reactants are: [OH:1][C:2]1[CH:3]=[C:4]([CH:13]=[CH:14][C:15]=1[O:16][CH3:17])[CH2:5][S:6]([CH2:9][C:10](O)=O)(=[O:8])=[O:7].[CH3:18][O:19][C:20]1[CH:27]=[C:26]([O:28][CH3:29])[CH:25]=[C:24]([O:30][CH3:31])[C:21]=1C=O.C(O)(=O)C1C=CC=CC=1.N1CCCCC1. (3) Given the product [Br:12][C:13]1[CH:14]=[CH:15][C:16]([NH:2][C@H:3]2[CH2:8][CH2:7][C@H:6]([C:9]([OH:11])=[O:10])[CH2:5][CH2:4]2)=[N:17][CH:18]=1, predict the reactants needed to synthesize it. The reactants are: Cl.[NH2:2][C@H:3]1[CH2:8][CH2:7][C@H:6]([C:9]([OH:11])=[O:10])[CH2:5][CH2:4]1.[Br:12][C:13]1[CH:14]=[CH:15][C:16](F)=[N:17][CH:18]=1.C(=O)([O-])[O-].[K+].[K+].CCN(C(C)C)C(C)C.